This data is from Reaction yield outcomes from USPTO patents with 853,638 reactions. The task is: Predict the reaction yield, written as a fraction of the theoretical maximum amount of product (1.0 means a 100% yield; for example, 0.34 means a 34% yield). The reactants are [OH:1][B:2]1[C:6]2[CH:7]=[CH:8][C:9](/[CH:11]=[N:12]/[OH:13])=[CH:10][C:5]=2[C:4]([CH3:15])([CH3:14])[O:3]1.C1C(=O)N(Cl)C(=O)C1.[Cl:24][C:25]1[C:30]([F:31])=[CH:29][C:28]([C:32]([C:34]([F:37])([F:36])[F:35])=[CH2:33])=[CH:27][C:26]=1[F:38].Cl. The catalyst is CN(C=O)C.O. The product is [Cl:24][C:25]1[C:26]([F:38])=[CH:27][C:28]([C:32]2([C:34]([F:37])([F:35])[F:36])[O:13][N:12]=[C:11]([C:9]3[CH:8]=[CH:7][C:6]4[B:2]([OH:1])[O:3][C:4]([CH3:15])([CH3:14])[C:5]=4[CH:10]=3)[CH2:33]2)=[CH:29][C:30]=1[F:31]. The yield is 0.350.